From a dataset of Full USPTO retrosynthesis dataset with 1.9M reactions from patents (1976-2016). Predict the reactants needed to synthesize the given product. (1) Given the product [CH2:29]([C:27]1[S:26][C:22]2[N:23]=[CH:24][N:25]=[C:20]([O:1][CH:2]3[CH2:7][CH2:6][CH:5]([N:8]([CH3:16])[C:9](=[O:15])[O:10][C:11]([CH3:12])([CH3:13])[CH3:14])[CH2:4][CH2:3]3)[C:21]=2[N:28]=1)[CH3:30], predict the reactants needed to synthesize it. The reactants are: [OH:1][CH:2]1[CH2:7][CH2:6][CH:5]([N:8]([CH3:16])[C:9](=[O:15])[O:10][C:11]([CH3:14])([CH3:13])[CH3:12])[CH2:4][CH2:3]1.[H-].[Na+].Cl[C:20]1[C:21]2[N:28]=[C:27]([CH2:29][CH3:30])[S:26][C:22]=2[N:23]=[CH:24][N:25]=1. (2) Given the product [CH3:38][O:37][C:28]1[CH:29]=[CH:30][C:31]([C:33]([F:36])([F:34])[F:35])=[CH:32][C:27]=1[C:23]1[C:22]2[N:21]([N:20]=[C:19]([NH:18][C:13]3[CH:14]=[C:15]4[C:10](=[CH:11][CH:12]=3)[CH2:9][NH:8][CH2:17][CH2:16]4)[N:39]=2)[CH:26]=[CH:25][CH:24]=1, predict the reactants needed to synthesize it. The reactants are: C(OC([N:8]1[CH2:17][CH2:16][C:15]2[C:10](=[CH:11][CH:12]=[C:13]([NH:18][C:19]3[N:39]=[C:22]4[C:23]([C:27]5[CH:32]=[C:31]([C:33]([F:36])([F:35])[F:34])[CH:30]=[CH:29][C:28]=5[O:37][CH3:38])=[CH:24][CH:25]=[CH:26][N:21]4[N:20]=3)[CH:14]=2)[CH2:9]1)=O)(C)(C)C.FC(F)(F)C(O)=O.